This data is from Peptide-MHC class I binding affinity with 185,985 pairs from IEDB/IMGT. The task is: Regression. Given a peptide amino acid sequence and an MHC pseudo amino acid sequence, predict their binding affinity value. This is MHC class I binding data. (1) The peptide sequence is NRFAGFGIGL. The MHC is Mamu-B08 with pseudo-sequence Mamu-B08. The binding affinity (normalized) is 0.773. (2) The peptide sequence is IQRRTLDLLKY. The MHC is H-2-Db with pseudo-sequence H-2-Db. The binding affinity (normalized) is 0.0162. (3) The peptide sequence is AEHFENQVL. The MHC is HLA-B07:02 with pseudo-sequence HLA-B07:02. The binding affinity (normalized) is 0.0847. (4) The peptide sequence is ISDSAQNMM. The MHC is HLA-A03:01 with pseudo-sequence HLA-A03:01. The binding affinity (normalized) is 0.0847. (5) The peptide sequence is TSINFVKI. The MHC is H-2-Kb with pseudo-sequence H-2-Kb. The binding affinity (normalized) is 0.681. (6) The MHC is HLA-B40:02 with pseudo-sequence HLA-B40:02. The peptide sequence is TEKSNVVRG. The binding affinity (normalized) is 0. (7) The peptide sequence is KTMNNYMIK. The MHC is HLA-A11:01 with pseudo-sequence HLA-A11:01. The binding affinity (normalized) is 0.842.